Predict the reaction yield, written as a fraction of the theoretical maximum amount of product (1.0 means a 100% yield; for example, 0.34 means a 34% yield). From a dataset of Reaction yield outcomes from USPTO patents with 853,638 reactions. (1) The yield is 0.420. The reactants are Br[C:2]1[S:6][C:5]([C:7]2[CH:11]=[CH:10][N:9]([CH3:12])[N:8]=2)=[CH:4][CH:3]=1.[CH3:13][S:14]([C:17]1[CH:18]=[C:19](B(O)O)[CH:20]=[CH:21][CH:22]=1)(=[O:16])=[O:15].C([O-])([O-])=O.[K+].[K+].O. The product is [CH3:13][S:14]([C:17]1[CH:22]=[C:21]([C:2]2[S:6][C:5]([C:7]3[CH:11]=[CH:10][N:9]([CH3:12])[N:8]=3)=[CH:4][CH:3]=2)[CH:20]=[CH:19][CH:18]=1)(=[O:16])=[O:15]. The catalyst is O1CCOCC1. (2) The reactants are CO[C:3]([CH:5]1[CH2:9][C:8](=O)[CH2:7][N:6]1[CH2:11][C:12]1[CH:17]=[CH:16][CH:15]=[CH:14][CH:13]=1)=[O:4].[F:18][C:19]([F:34])([F:33])[C:20]1[CH:21]=[C:22]([CH:26]=[C:27]([C:29]([F:32])([F:31])[F:30])[CH:28]=1)[CH2:23][NH:24][CH3:25].[F:35][C:36]1[CH:41]=[CH:40][CH:39]=[CH:38][C:37]=1[N:42]1[CH2:47][CH2:46][NH:45][CH2:44][CH2:43]1. No catalyst specified. The product is [CH2:11]([N:6]1[CH2:7][C@@H:8]([N:24]([CH2:23][C:22]2[CH:21]=[C:20]([C:19]([F:33])([F:34])[F:18])[CH:28]=[C:27]([C:29]([F:32])([F:31])[F:30])[CH:26]=2)[CH3:25])[CH2:9][C@H:5]1[C:3]([N:45]1[CH2:44][CH2:43][N:42]([C:37]2[CH:38]=[CH:39][CH:40]=[CH:41][C:36]=2[F:35])[CH2:47][CH2:46]1)=[O:4])[C:12]1[CH:17]=[CH:16][CH:15]=[CH:14][CH:13]=1. The yield is 0.0600.